This data is from Reaction yield outcomes from USPTO patents with 853,638 reactions. The task is: Predict the reaction yield, written as a fraction of the theoretical maximum amount of product (1.0 means a 100% yield; for example, 0.34 means a 34% yield). (1) The reactants are [Br:1][C:2]1[CH:3]=[C:4]2[C:10]([C:11]3[CH:16]=[CH:15][CH:14]=[C:13](F)[N:12]=3)=[N:9][N:8]([CH:18]3[CH2:23][CH2:22][CH2:21][CH2:20][O:19]3)[C:5]2=[CH:6][N:7]=1.[N:24]1([C:30]([O:32][C:33]([CH3:36])([CH3:35])[CH3:34])=[O:31])[CH2:29][CH2:28][NH:27][CH2:26][CH2:25]1. No catalyst specified. The product is [Br:1][C:2]1[CH:3]=[C:4]2[C:10]([C:11]3[N:12]=[C:13]([N:27]4[CH2:26][CH2:25][N:24]([C:30]([O:32][C:33]([CH3:36])([CH3:35])[CH3:34])=[O:31])[CH2:29][CH2:28]4)[CH:14]=[CH:15][CH:16]=3)=[N:9][N:8]([CH:18]3[CH2:23][CH2:22][CH2:21][CH2:20][O:19]3)[C:5]2=[CH:6][N:7]=1. The yield is 0.800. (2) The reactants are [CH2:1]([N:3]([CH2:25]C)[C:4](=O)[C:5]1C=CC(N(C2C=CC=CC=2)C2CCNCC2)=C[CH:6]=1)C.[CH2:27]([N:29]([CH2:52][CH3:53])[C:30](=[O:51])[C:31]1[CH:36]=[CH:35][C:34]([N:37]([CH2:44][C:45]2[CH:50]=[CH:49][CH:48]=[CH:47][CH:46]=2)[CH:38]2[CH2:43][CH2:42][NH:41][CH2:40][CH2:39]2)=[CH:33][CH:32]=1)[CH3:28].Cl.CN(C)CCCCl.[I-].[Na+].C(N(CC)CC)C. The catalyst is C(#N)C. The product is [CH2:52]([N:29]([CH2:27][CH3:28])[C:30](=[O:51])[C:31]1[CH:32]=[CH:33][C:34]([N:37]([CH2:44][C:45]2[CH:46]=[CH:47][CH:48]=[CH:49][CH:50]=2)[CH:38]2[CH2:43][CH2:42][N:41]([CH2:6][CH2:5][CH2:4][N:3]([CH3:25])[CH3:1])[CH2:40][CH2:39]2)=[CH:35][CH:36]=1)[CH3:53]. The yield is 0.250. (3) The reactants are [F:1][C:2]1[CH:3]=[C:4]([C:8]2[CH:9]=[C:10]([CH:15]=[C:16]([O:18][CH3:19])[CH:17]=2)[C:11]([O:13]C)=[O:12])[CH:5]=[CH:6][CH:7]=1.[OH-].[K+]. The catalyst is CO.C1COCC1. The product is [F:1][C:2]1[CH:3]=[C:4]([C:8]2[CH:9]=[C:10]([CH:15]=[C:16]([O:18][CH3:19])[CH:17]=2)[C:11]([OH:13])=[O:12])[CH:5]=[CH:6][CH:7]=1. The yield is 0.880. (4) The reactants are C(OC([N:8]1[C:16]2[C:11](=[CH:12][CH:13]=[C:14]([O:17][CH3:18])[CH:15]=2)[CH:10]=[C:9]1[C:19]1[N:24]=[C:23]([NH:25][C:26]2[CH:34]=[CH:33][C:29]([C:30]([OH:32])=O)=[CH:28][C:27]=2[O:35][CH3:36])[CH:22]=[N:21][CH:20]=1)=O)(C)(C)C.CN(C(ON1N=NC2C=CC=CC1=2)=[N+](C)C)C.[B-](F)(F)(F)F.[CH3:59][N:60]([CH3:66])[C@@H:61]1[CH2:65][CH2:64][NH:63][CH2:62]1. The catalyst is CN(C=O)C. The product is [CH3:59][N:60]([CH3:66])[C@@H:61]1[CH2:65][CH2:64][N:63]([C:30]([C:29]2[CH:33]=[CH:34][C:26]([NH:25][C:23]3[CH:22]=[N:21][CH:20]=[C:19]([C:9]4[NH:8][C:16]5[C:11]([CH:10]=4)=[CH:12][CH:13]=[C:14]([O:17][CH3:18])[CH:15]=5)[N:24]=3)=[C:27]([O:35][CH3:36])[CH:28]=2)=[O:32])[CH2:62]1. The yield is 0.160. (5) The reactants are [F:1][C:2]1[N:7]=[CH:6][C:5]([OH:8])=[CH:4][CH:3]=1.Cl[C:10]1[C:19]2[C:14](=[CH:15][C:16]([O:22][CH3:23])=[C:17]([O:20][CH3:21])[CH:18]=2)[N:13]=[CH:12][CH:11]=1.O. The catalyst is CN(C)C1C=CN=CC=1.ClC1C=CC=CC=1Cl. The product is [F:1][C:2]1[N:7]=[CH:6][C:5]([O:8][C:10]2[C:19]3[C:14](=[CH:15][C:16]([O:22][CH3:23])=[C:17]([O:20][CH3:21])[CH:18]=3)[N:13]=[CH:12][CH:11]=2)=[CH:4][CH:3]=1. The yield is 0.760.